The task is: Predict the reactants needed to synthesize the given product.. This data is from Full USPTO retrosynthesis dataset with 1.9M reactions from patents (1976-2016). (1) Given the product [C:27]1([C:36]2[CH:41]=[CH:40][CH:39]=[CH:38][CH:37]=2)[CH:32]=[CH:31][CH:30]=[CH:29][C:28]=1[C:33]([N:18]([CH2:19][CH2:20][CH2:21][CH2:22][CH2:23][CH2:24][CH3:25])[CH2:17][CH2:16][C:14]1[N:15]=[C:11]([S:10][C:7]([CH3:8])([CH3:9])[C:6]([OH:5])=[O:26])[S:12][CH:13]=1)=[O:34], predict the reactants needed to synthesize it. The reactants are: C([O:5][C:6](=[O:26])[C:7]([S:10][C:11]1[S:12][CH:13]=[C:14]([CH2:16][CH2:17][NH:18][CH2:19][CH2:20][CH2:21][CH2:22][CH2:23][CH2:24][CH3:25])[N:15]=1)([CH3:9])[CH3:8])(C)(C)C.[C:27]1([C:36]2[CH:41]=[CH:40][CH:39]=[CH:38][CH:37]=2)[C:28]([C:33](O)=[O:34])=[CH:29][CH:30]=[CH:31][CH:32]=1.FC(F)(F)C(O)=O. (2) Given the product [CH3:22][O:21][C:18]1[N:17]=[CH:16][C:15]([C:10]2[C:11]([NH2:14])=[N:12][CH:13]=[C:8]([C:30]3[CH:31]=[CH:32][C:27]([S:24]([CH3:23])(=[O:26])=[O:25])=[CH:28][CH:29]=3)[CH:9]=2)=[CH:20][CH:19]=1, predict the reactants needed to synthesize it. The reactants are: C([O-])([O-])=O.[K+].[K+].Br[C:8]1[CH:9]=[C:10]([C:15]2[CH:16]=[N:17][C:18]([O:21][CH3:22])=[CH:19][CH:20]=2)[C:11]([NH2:14])=[N:12][CH:13]=1.[CH3:23][S:24]([C:27]1[CH:32]=[CH:31][C:30](B(O)O)=[CH:29][CH:28]=1)(=[O:26])=[O:25]. (3) Given the product [CH:30]([N:26]=[C:9]=[N:10][CH:5]([CH3:3])[CH3:6])([CH3:29])[CH3:33], predict the reactants needed to synthesize it. The reactants are: CO[C:3]([C:5]1[N:10](OCC2C=CC=CC=2)[C:9](=O)C(OCC(O)=O)=C[CH:6]=1)=O.O[N:26]1[C:30](=O)[CH2:29]CC1=O.[CH3:33]N(C)C=O. (4) Given the product [CH2:1]([O:5][CH:7]1[CH2:8][CH2:9][CH2:10][CH2:11][O:6]1)[CH2:2][C:3]#[CH:4], predict the reactants needed to synthesize it. The reactants are: [CH2:1]([OH:5])[CH2:2][C:3]#[CH:4].[O:6]1[CH:11]=[CH:10][CH2:9][CH2:8][CH2:7]1.C1(C)C=CC(S([O-])(=O)=O)=CC=1.[NH+]1C=CC=CC=1.O. (5) Given the product [CH2:1]([O:5][C:6]([C:8]1[N:13]=[C:12]([C:19]#[N:20])[C:11]2[CH:15]=[CH:16][S:17][C:10]=2[C:9]=1[OH:18])=[O:7])[CH2:2][CH2:3][CH3:4], predict the reactants needed to synthesize it. The reactants are: [CH2:1]([O:5][C:6]([C:8]1[N:13]=[C:12](Br)[C:11]2[CH:15]=[CH:16][S:17][C:10]=2[C:9]=1[OH:18])=[O:7])[CH2:2][CH2:3][CH3:4].[C:19]([Cu])#[N:20]. (6) Given the product [CH3:1][C:2]1[CH:3]=[C:4]([CH:9]=[C:10]([C:12]2[CH:16]=[CH:15][S:14][CH:13]=2)[CH:11]=1)[C:5]([OH:7])=[O:6], predict the reactants needed to synthesize it. The reactants are: [CH3:1][C:2]1[CH:3]=[C:4]([CH:9]=[C:10]([C:12]2[CH:16]=[CH:15][S:14][CH:13]=2)[CH:11]=1)[C:5]([O:7]C)=[O:6].[OH-].[Li+]. (7) The reactants are: [C:1]([N:8]1[C:16]2[C:11](=[CH:12][CH:13]=[C:14]([N+:17]([O-])=O)[CH:15]=2)[CH:10]=[N:9]1)([O:3][C:4]([CH3:7])([CH3:6])[CH3:5])=[O:2].[H][H]. Given the product [C:1]([N:8]1[C:16]2[C:11](=[CH:12][CH:13]=[C:14]([NH2:17])[CH:15]=2)[CH:10]=[N:9]1)([O:3][C:4]([CH3:7])([CH3:6])[CH3:5])=[O:2], predict the reactants needed to synthesize it. (8) Given the product [Cl:1][C:2]1[CH:3]=[C:4]([N:14]([CH3:21])[CH:15]2[CH2:20][CH2:19][O:18][CH2:17][CH2:16]2)[C:5]([CH2:12][CH3:13])=[C:6]([CH:11]=1)[C:7]([OH:9])=[O:8], predict the reactants needed to synthesize it. The reactants are: [Cl:1][C:2]1[CH:3]=[C:4]([N:14]([CH3:21])[CH:15]2[CH2:20][CH2:19][O:18][CH2:17][CH2:16]2)[C:5]([CH2:12][CH3:13])=[C:6]([CH:11]=1)[C:7]([O:9]C)=[O:8].[OH-].[Na+].CO.Cl. (9) Given the product [CH2:1]([S:4][C:5]1[S:9][C:8]([S:10][C:14]2[C:15]([C:20]#[N:21])=[N:16][CH:17]=[CH:18][N:19]=2)=[N:7][N:6]=1)[CH:2]=[CH2:3], predict the reactants needed to synthesize it. The reactants are: [CH2:1]([S:4][C:5]1[S:9][C:8]([SH:10])=[N:7][N:6]=1)[CH:2]=[CH2:3].[H-].[Na+].Cl[C:14]1[C:15]([C:20]#[N:21])=[N:16][CH:17]=[CH:18][N:19]=1.